From a dataset of Reaction yield outcomes from USPTO patents with 853,638 reactions. Predict the reaction yield, written as a fraction of the theoretical maximum amount of product (1.0 means a 100% yield; for example, 0.34 means a 34% yield). The reactants are [F:1][C:2]1[CH:11]=[C:10]2[C:5]([C:6]([O:13][CH3:14])=[CH:7][NH:8][C:9]2=O)=[CH:4][C:3]=1[O:15][CH3:16].O=P(Cl)(Cl)[Cl:19]. No catalyst specified. The product is [Cl:19][C:9]1[C:10]2[C:5](=[CH:4][C:3]([O:15][CH3:16])=[C:2]([F:1])[CH:11]=2)[C:6]([O:13][CH3:14])=[CH:7][N:8]=1. The yield is 0.243.